This data is from Peptide-MHC class II binding affinity with 134,281 pairs from IEDB. The task is: Regression. Given a peptide amino acid sequence and an MHC pseudo amino acid sequence, predict their binding affinity value. This is MHC class II binding data. (1) The binding affinity (normalized) is 0.492. The MHC is DRB1_0901 with pseudo-sequence DRB1_0901. The peptide sequence is QWIIRNWETVKIQWS. (2) The peptide sequence is SSPDNVKPLYIITPT. The MHC is DRB1_0701 with pseudo-sequence DRB1_0701. The binding affinity (normalized) is 0.448. (3) The peptide sequence is MAFLEESHPGIFENS. The MHC is DRB1_0901 with pseudo-sequence DRB1_0901. The binding affinity (normalized) is 0.623. (4) The peptide sequence is ALSLTFIRSTMSLVM. The MHC is DRB1_0701 with pseudo-sequence DRB1_0701. The binding affinity (normalized) is 0.987. (5) The MHC is HLA-DQA10501-DQB10301 with pseudo-sequence HLA-DQA10501-DQB10301. The peptide sequence is GAMVATNFFGINTIP. The binding affinity (normalized) is 0.326. (6) The peptide sequence is GAYETYKFIPSLEAA. The MHC is HLA-DQA10201-DQB10202 with pseudo-sequence HLA-DQA10201-DQB10202. The binding affinity (normalized) is 0.529. (7) The peptide sequence is KCIAWEKAQHGA. The MHC is DRB1_0401 with pseudo-sequence DRB1_0401. The binding affinity (normalized) is 0.557. (8) The peptide sequence is NLARTISEAGQAMAS. The MHC is HLA-DPA10103-DPB10201 with pseudo-sequence HLA-DPA10103-DPB10201. The binding affinity (normalized) is 0.0870. (9) The peptide sequence is KIKGLKVFNTRRNTL. The MHC is DRB1_0101 with pseudo-sequence DRB1_0101. The binding affinity (normalized) is 0.666. (10) The peptide sequence is FHVRGARRSGDVLWD. The MHC is HLA-DQA10501-DQB10303 with pseudo-sequence HLA-DQA10501-DQB10303. The binding affinity (normalized) is 0.350.